Dataset: Catalyst prediction with 721,799 reactions and 888 catalyst types from USPTO. Task: Predict which catalyst facilitates the given reaction. (1) Reactant: [NH2:1][C:2]1[CH:7]=[CH:6][CH:5]=[CH:4][C:3]=1[NH:8][S:9]([C:12]1[S:16][C:15]2[CH:17]=[CH:18][CH:19]=[CH:20][C:14]=2[CH:13]=1)(=[O:11])=[O:10].[CH3:21][O:22][C:23]1[CH:28]=[C:27]([N+:29]([O-:31])=[O:30])[CH:26]=[CH:25][C:24]=1[S:32](Cl)(=[O:34])=[O:33]. Product: [CH3:21][O:22][C:23]1[CH:28]=[C:27]([N+:29]([O-:31])=[O:30])[CH:26]=[CH:25][C:24]=1[S:32]([NH:1][C:2]1[CH:7]=[CH:6][CH:5]=[CH:4][C:3]=1[NH:8][S:9]([C:12]1[S:16][C:15]2[CH:17]=[CH:18][CH:19]=[CH:20][C:14]=2[CH:13]=1)(=[O:11])=[O:10])(=[O:34])=[O:33]. The catalyst class is: 202. (2) Reactant: [CH3:1][O:2][C:3]([C:5]1[C:10]([OH:11])=[CH:9][CH:8]=[CH:7][N:6]=1)=[O:4].[H-].[Na+].FC(F)(F)S(O[CH2:20][C:21]([F:24])([F:23])[F:22])(=O)=O. Product: [CH3:1][O:2][C:3]([C:5]1[C:10]([O:11][CH2:20][C:21]([F:24])([F:23])[F:22])=[CH:9][CH:8]=[CH:7][N:6]=1)=[O:4]. The catalyst class is: 3. (3) Reactant: [F:1][C:2]1[CH:7]=[CH:6][C:5]([C:8]([C:10]2[CH:11]=[N:12][CH:13]=[C:14]([CH2:16]O)[CH:15]=2)=[O:9])=[CH:4][CH:3]=1.S(Cl)([Cl:20])=O. Product: [Cl:20][CH2:16][C:14]1[CH:15]=[C:10]([C:8]([C:5]2[CH:6]=[CH:7][C:2]([F:1])=[CH:3][CH:4]=2)=[O:9])[CH:11]=[N:12][CH:13]=1. The catalyst class is: 10. (4) Reactant: [Cl-].[Cl-].[N:3]1([C@H:9]2[CH2:14][CH2:13][C@H:12]([NH2:15])[CH2:11][CH2:10]2)[CH2:8][CH2:7][O:6][CH2:5][CH2:4]1.Cl[C:17]1[C:18]2[N:25]=[C:24]([CH2:26][CH3:27])[S:23][C:19]=2[N:20]=[CH:21][N:22]=1.C(=O)([O-])[O-].[K+].[K+]. Product: [CH2:26]([C:24]1[S:23][C:19]2[N:20]=[CH:21][N:22]=[C:17]([NH:15][C@H:12]3[CH2:11][CH2:10][C@H:9]([N:3]4[CH2:4][CH2:5][O:6][CH2:7][CH2:8]4)[CH2:14][CH2:13]3)[C:18]=2[N:25]=1)[CH3:27]. The catalyst class is: 23. (5) Reactant: [CH2:1]([N:8]1[CH2:13][CH2:12][N:11]([CH2:14][C:15]2[CH:20]=[CH:19][CH:18]=[CH:17][CH:16]=2)[CH2:10][CH:9]1[CH2:21][CH2:22][OH:23])[C:2]1[CH:7]=[CH:6][CH:5]=[CH:4][CH:3]=1.[CH2:24](Br)[C:25]1[CH:30]=[CH:29][CH:28]=[CH:27][CH:26]=1.[H-].[Na+]. Product: [CH2:1]([N:8]1[CH2:13][CH2:12][N:11]([CH2:14][C:15]2[CH:20]=[CH:19][CH:18]=[CH:17][CH:16]=2)[CH2:10][CH:9]1[CH2:21][CH2:22][O:23][CH2:24][C:25]1[CH:30]=[CH:29][CH:28]=[CH:27][CH:26]=1)[C:2]1[CH:3]=[CH:4][CH:5]=[CH:6][CH:7]=1. The catalyst class is: 3. (6) Reactant: [Cl:1][C:2]1[N:7]=[CH:6][C:5]([S:8](Cl)(=[O:10])=[O:9])=[CH:4][CH:3]=1.[CH3:12][NH:13][CH3:14].CCN(CC)CC. Product: [Cl:1][C:2]1[N:7]=[CH:6][C:5]([S:8]([N:13]([CH3:14])[CH3:12])(=[O:10])=[O:9])=[CH:4][CH:3]=1. The catalyst class is: 49.